The task is: Predict the product of the given reaction.. This data is from Forward reaction prediction with 1.9M reactions from USPTO patents (1976-2016). (1) Given the reactants [F:1][C:2]1[CH:23]=[CH:22][C:5]([CH2:6][N:7]2[CH2:12][CH2:11][CH2:10][CH:9](S(C3C=CC=CC=3)=O)[C:8]2=[O:21])=[CH:4][CH:3]=1.C([O-])([O-])=O.[Na+].[Na+], predict the reaction product. The product is: [F:1][C:2]1[CH:3]=[CH:4][C:5]([CH2:6][N:7]2[CH2:12][CH2:11][CH:10]=[CH:9][C:8]2=[O:21])=[CH:22][CH:23]=1. (2) Given the reactants FC(F)(F)S(O)(=O)=O.C([O:13][C:14](=[O:46])[C:15]([NH:18][C:19]1[CH:24]=[CH:23][CH:22]=[C:21]([CH2:25][CH2:26][N:27]([CH2:39][CH2:40][CH2:41][CH2:42][CH2:43][CH2:44][CH3:45])[C:28]([NH:30][C:31]2[CH:36]=[CH:35][C:34]([F:37])=[CH:33][C:32]=2[F:38])=[O:29])[CH:20]=1)([CH3:17])[CH3:16])(C)(C)C.C(Cl)Cl.[OH-].[Na+], predict the reaction product. The product is: [F:38][C:32]1[CH:33]=[C:34]([F:37])[CH:35]=[CH:36][C:31]=1[NH:30][C:28](=[O:29])[N:27]([CH2:26][CH2:25][C:21]1[CH:20]=[C:19]([NH:18][C:15]([CH3:17])([CH3:16])[C:14]([OH:46])=[O:13])[CH:24]=[CH:23][CH:22]=1)[CH2:39][CH2:40][CH2:41][CH2:42][CH2:43][CH2:44][CH3:45]. (3) Given the reactants [Br:1][C:2]1[CH:3]=[C:4]([Cl:21])[C:5]2[O:9][CH:8]([CH2:10][NH:11][C:12](=[O:18])[O:13][C:14]([CH3:17])([CH3:16])[CH3:15])[CH:7]([OH:19])[C:6]=2[CH:20]=1.CC(OI1(OC(C)=O)(OC(C)=O)OC(=O)C2C=CC=CC1=2)=O, predict the reaction product. The product is: [Br:1][C:2]1[CH:3]=[C:4]([Cl:21])[C:5]2[O:9][CH:8]([CH2:10][NH:11][C:12](=[O:18])[O:13][C:14]([CH3:17])([CH3:15])[CH3:16])[C:7](=[O:19])[C:6]=2[CH:20]=1. (4) Given the reactants [CH3:1][C:2]1[CH:3]=[C:4]([S:9]([C:12]2[CH:13]=[C:14]([C:18]3[CH:23]=[CH:22][C:21]([C:24]([F:27])([F:26])[F:25])=[CH:20][CH:19]=3)[CH:15]=[CH:16][CH:17]=2)(=[O:11])=[O:10])[CH:5]=[C:6]([CH3:8])[CH:7]=1.[Br:28]N1C(=O)CCC1=O.C(OOC(=O)C1C=CC=CC=1)(=O)C1C=CC=CC=1, predict the reaction product. The product is: [Br:28][CH2:1][C:2]1[CH:3]=[C:4]([S:9]([C:12]2[CH:13]=[C:14]([C:18]3[CH:23]=[CH:22][C:21]([C:24]([F:26])([F:27])[F:25])=[CH:20][CH:19]=3)[CH:15]=[CH:16][CH:17]=2)(=[O:11])=[O:10])[CH:5]=[C:6]([CH3:8])[CH:7]=1. (5) Given the reactants [Cl:1][C:2]1[N:3]=[CH:4][CH:5]=[C:6]2[C:10]([CH3:11])=[C:9]([CH3:12])[NH:8][C:7]=12.[CH2:13](I)[CH:14]=[CH2:15], predict the reaction product. The product is: [CH2:15]([N:8]1[C:7]2=[C:2]([Cl:1])[N:3]=[CH:4][CH:5]=[C:6]2[C:10]([CH3:11])=[C:9]1[CH3:12])[CH:14]=[CH2:13]. (6) Given the reactants [CH3:1][C:2]1[CH:7]=[CH:6][C:5]([S:8]([O:11][C:12]2[CH:17]=[C:16]([CH3:18])[CH:15]=[CH:14][C:13]=2[NH2:19])(=[O:10])=[O:9])=[CH:4][CH:3]=1, predict the reaction product. The product is: [CH3:1][C:2]1[CH:7]=[CH:6][C:5]([S:8]([O:11][C:12]2[CH:17]=[C:16]([CH3:18])[CH:15]=[CH:14][C:13]=2[N:19]2[C:17]([CH3:16])=[CH:12][C:13]([CH3:14])=[N:19]2)(=[O:10])=[O:9])=[CH:4][CH:3]=1.